Task: Predict the reactants needed to synthesize the given product.. Dataset: Full USPTO retrosynthesis dataset with 1.9M reactions from patents (1976-2016) (1) Given the product [CH3:1][S:2]([OH:5])(=[O:4])=[O:3].[Cl:38][C:35]1[S:34][C:33]([C:31]([NH:30][CH2:29][C@@H:27]2[O:26][C:25](=[O:39])[N:24]([C:21]3[CH:22]=[CH:23][C:18]([N:17]4[CH2:16][CH2:15][CH2:14][O:13][C:40]4=[NH:41])=[CH:19][CH:20]=3)[CH2:28]2)=[O:32])=[CH:37][CH:36]=1, predict the reactants needed to synthesize it. The reactants are: [CH3:1][S:2]([OH:5])(=[O:4])=[O:3].[Si]([O:13][CH2:14][CH2:15][CH2:16][N:17]([C:40]#[N:41])[C:18]1[CH:23]=[CH:22][C:21]([N:24]2[CH2:28][C@H:27]([CH2:29][NH:30][C:31]([C:33]3[S:34][C:35]([Cl:38])=[CH:36][CH:37]=3)=[O:32])[O:26][C:25]2=[O:39])=[CH:20][CH:19]=1)(C(C)(C)C)(C)C. (2) Given the product [CH2:2]([CH:1]1[C:3]2([CH2:4][CH2:5][CH2:6][CH2:7][CH2:8][CH2:9][CH:10]2[OH:11])[CH2:17]1)[CH2:12][CH2:13][CH2:14][CH3:15], predict the reactants needed to synthesize it. The reactants are: [CH:1]([C:3]12[O:11][CH:10]1[CH2:9][CH2:8][CH2:7][CH2:6][CH2:5][CH2:4]2)=[CH2:2].[CH2:12]([Li])[CH2:13][CH2:14][CH3:15].[CH3:17]CCCCC.BrCBr.C([Mg]Cl)CCC.